This data is from CYP2C19 inhibition data for predicting drug metabolism from PubChem BioAssay. The task is: Regression/Classification. Given a drug SMILES string, predict its absorption, distribution, metabolism, or excretion properties. Task type varies by dataset: regression for continuous measurements (e.g., permeability, clearance, half-life) or binary classification for categorical outcomes (e.g., BBB penetration, CYP inhibition). Dataset: cyp2c19_veith. The molecule is COC(=O)[C@@]1(Cc2ccc(OC)cc2)[C@H]2c3cc(C(=O)N(C)C)n(Cc4nc5ccccc5[nH]4)c3C[C@H]2CN1C(=O)c1ccccc1. The result is 1 (inhibitor).